Predict the reaction yield, written as a fraction of the theoretical maximum amount of product (1.0 means a 100% yield; for example, 0.34 means a 34% yield). From a dataset of Reaction yield outcomes from USPTO patents with 853,638 reactions. (1) The reactants are [C:1]([NH:4][C@H:5]([C:28]([NH:30][C@H:31]([C:35]([NH:37][C@H:38]([C:46]([NH:48][C:49]1[CH:54]=[CH:53][C:52]([CH2:55][O:56][C:57](=[O:71])[N:58]([CH3:70])[CH2:59][CH2:60][N:61](C)[C:62](=O)OC(C)(C)C)=[CH:51][CH:50]=1)=[O:47])[CH2:39][CH2:40][CH2:41][NH:42][C:43](=[O:45])[NH2:44])=[O:36])[CH:32]([CH3:34])[CH3:33])=[O:29])[CH2:6][CH2:7][CH2:8][CH2:9][NH:10][C:11]([O:13][CH2:14][CH:15]1[C:27]2[CH:26]=[CH:25][CH:24]=[CH:23][C:22]=2[C:21]2[C:16]1=[CH:17][CH:18]=[CH:19][CH:20]=2)=[O:12])(=[O:3])[CH3:2].C(O)(C(F)(F)F)=O. The catalyst is C(Cl)Cl. The product is [C:1]([NH:4][C@H:5]([C:28]([NH:30][C@H:31]([C:35]([NH:37][C@H:38]([C:46]([NH:48][C:49]1[CH:50]=[CH:51][C:52]([CH2:55][O:56][C:57](=[O:71])[N:58]([CH3:70])[CH2:59][CH2:60][NH:61][CH3:62])=[CH:53][CH:54]=1)=[O:47])[CH2:39][CH2:40][CH2:41][NH:42][C:43](=[O:45])[NH2:44])=[O:36])[CH:32]([CH3:34])[CH3:33])=[O:29])[CH2:6][CH2:7][CH2:8][CH2:9][NH:10][C:11]([O:13][CH2:14][CH:15]1[C:16]2[CH:17]=[CH:18][CH:19]=[CH:20][C:21]=2[C:22]2[C:27]1=[CH:26][CH:25]=[CH:24][CH:23]=2)=[O:12])(=[O:3])[CH3:2]. The yield is 0.513. (2) The reactants are [Cl:1][C:2]1[N:7]=[CH:6][C:5]([CH2:8][N:9]2[CH:14]=[CH:13][CH:12]=[CH:11][C:10]2=[N:15][C:16](=S)[C:17]([F:20])([F:19])[F:18])=[CH:4][CH:3]=1.Cl.[NH2:23][OH:24].C(N(CC)CC)C.Cl. The catalyst is C(OCC)(=O)C.C(O)C. The product is [Cl:1][C:2]1[N:7]=[CH:6][C:5]([CH2:8][N:9]2[CH:14]=[CH:13][CH:12]=[CH:11][C:10]2=[N:15][C:16](=[N:23][OH:24])[C:17]([F:20])([F:19])[F:18])=[CH:4][CH:3]=1. The yield is 0.630.